Dataset: Forward reaction prediction with 1.9M reactions from USPTO patents (1976-2016). Task: Predict the product of the given reaction. (1) Given the reactants CS[CH2:3][C:4]1[CH:9]=[C:8]([C:10]([F:13])([F:12])[F:11])[CH:7]=[CH:6][C:5]=1[NH2:14], predict the reaction product. The product is: [CH3:3][C:4]1[CH:9]=[C:8]([C:10]([F:11])([F:12])[F:13])[CH:7]=[CH:6][C:5]=1[NH2:14]. (2) Given the reactants C[O:2][C:3]([C:5]1[C:13]2[NH:12][C:11]([NH:14][C:15]3[CH:20]=[CH:19][CH:18]=[C:17]([Cl:21])[C:16]=3[Cl:22])=[N:10][C:9]=2[CH:8]=[C:7]([Br:23])[CH:6]=1)=[O:4].[OH-].[Li+], predict the reaction product. The product is: [Br:23][C:7]1[CH:6]=[C:5]([C:3]([OH:4])=[O:2])[C:13]2[NH:12][C:11]([NH:14][C:15]3[CH:20]=[CH:19][CH:18]=[C:17]([Cl:21])[C:16]=3[Cl:22])=[N:10][C:9]=2[CH:8]=1. (3) The product is: [S:12]1[C:8]2[CH:7]=[CH:6][C:5]([CH2:3][OH:2])=[CH:13][C:9]=2[N:10]=[CH:11]1. Given the reactants C[O:2][C:3]([C:5]1[CH:6]=[CH:7][C:8]2[S:12][CH:11]=[N:10][C:9]=2[CH:13]=1)=O.[H-].[H-].[H-].[H-].[Li+].[Al+3].CCOC(C)=O.[OH-].[Na+], predict the reaction product.